This data is from TCR-epitope binding with 47,182 pairs between 192 epitopes and 23,139 TCRs. The task is: Binary Classification. Given a T-cell receptor sequence (or CDR3 region) and an epitope sequence, predict whether binding occurs between them. (1) Result: 1 (the TCR binds to the epitope). The TCR CDR3 sequence is CSARDRGAENTGELFF. The epitope is RAKFKQLL. (2) The epitope is ITEEVGHTDLMAAY. The TCR CDR3 sequence is CASSVGAGLYNEQFF. Result: 1 (the TCR binds to the epitope). (3) The epitope is SFHSLHLLF. The TCR CDR3 sequence is CASSHTGGQPQHF. Result: 0 (the TCR does not bind to the epitope). (4) The epitope is AYILFTRFFYV. The TCR CDR3 sequence is CASSKGREAFRETQYF. Result: 1 (the TCR binds to the epitope).